This data is from Catalyst prediction with 721,799 reactions and 888 catalyst types from USPTO. The task is: Predict which catalyst facilitates the given reaction. (1) Reactant: [CH3:1][N:2]([CH3:26])[C:3]([C:5]1[CH:17]=[C:16]([O:18]CC2C=CC=CC=2)[C:8]2[N:9]=[C:10]([CH3:15])[N:11]([CH2:12][O:13][CH3:14])[C:7]=2[CH:6]=1)=[O:4].C(O)(=O)C. Product: [CH3:26][N:2]([CH3:1])[C:3]([C:5]1[CH:17]=[C:16]([OH:18])[C:8]2[N:9]=[C:10]([CH3:15])[N:11]([CH2:12][O:13][CH3:14])[C:7]=2[CH:6]=1)=[O:4]. The catalyst class is: 29. (2) Reactant: [Br:1][C:2]1[CH:3]=[C:4]([CH:25]=[C:26]([Br:30])[C:27]=1[O:28]C)[C:5]([N:7]1[CH2:12][CH2:11][O:10][C:9]2[N:13]=[CH:14][C:15]([C:17]3[CH:24]=[CH:23][C:20]([C:21]#[N:22])=[CH:19][CH:18]=3)=[CH:16][C:8]1=2)=[O:6].[Br-].[Li+].N1CCNCC1. Product: [Br:1][C:2]1[CH:3]=[C:4]([CH:25]=[C:26]([Br:30])[C:27]=1[OH:28])[C:5]([N:7]1[CH2:12][CH2:11][O:10][C:9]2[N:13]=[CH:14][C:15]([C:17]3[CH:18]=[CH:19][C:20]([C:21]#[N:22])=[CH:23][CH:24]=3)=[CH:16][C:8]1=2)=[O:6]. The catalyst class is: 9. (3) Reactant: [CH:1]1[C:13]2[CH:12]([CH2:14][O:15][C:16]([N:18]3[CH2:23][C@@H:22]([NH:24][C:25](OC(C)(C)C)=[O:26])[CH2:21][C@@H:20]([C:32]([OH:34])=O)[CH2:19]3)=[O:17])[C:11]3[C:6](=[CH:7][CH:8]=[CH:9][CH:10]=3)[C:5]=2[CH:4]=[CH:3][CH:2]=1.ClC(O[CH2:39][CH:40]([CH3:42])[CH3:41])=O.CCN([CH2:48][CH3:49])CC.[CH:50]1([NH:53][C:54]2[CH:55]=[CH:56][C:57]3[O:62][C:61]([CH3:64])([CH3:63])[C:60](=[O:65])[N:59]([CH2:66][CH2:67][CH2:68][O:69][CH3:70])[C:58]=3[CH:71]=2)[CH2:52][CH2:51]1.[Mg+2].[Br-].[Br-].O(CC)[CH2:76]C. Product: [CH:6]1[C:11]2[CH:12]([CH2:14][O:15][C:16]([N:18]3[CH2:23][C@@H:22]([NH:24][C:25](=[O:26])[CH2:42][C:40]4[CH:39]=[CH:49][CH:48]=[CH:76][CH:41]=4)[CH2:21][C@@H:20]([C:32](=[O:34])[N:53]([CH:50]4[CH2:51][CH2:52]4)[C:54]4[CH:55]=[CH:56][C:57]5[O:62][C:61]([CH3:64])([CH3:63])[C:60](=[O:65])[N:59]([CH2:66][CH2:67][CH2:68][O:69][CH3:70])[C:58]=5[CH:71]=4)[CH2:19]3)=[O:17])[C:13]3[C:1](=[CH:2][CH:3]=[CH:4][CH:5]=3)[C:10]=2[CH:9]=[CH:8][CH:7]=1. The catalyst class is: 1. (4) Reactant: [H-].[Na+].[CH:3]([C:6]1[CH:11]=[CH:10][C:9]([CH:12]2[C:16]3[C:17]([CH3:24])=[C:18]([OH:23])[C:19]([CH3:22])=[C:20]([CH3:21])[C:15]=3[O:14][C:13]2([CH3:26])[CH3:25])=[CH:8][CH:7]=1)([CH3:5])[CH3:4].Cl.[Cl:28][CH2:29][C:30]1[CH:39]=[CH:38][C:37]2[C:32](=[CH:33][CH:34]=[CH:35][CH:36]=2)[N:31]=1.O. Product: [ClH:28].[CH:3]([C:6]1[CH:11]=[CH:10][C:9]([CH:12]2[C:16]3[C:17]([CH3:24])=[C:18]([O:23][CH2:29][C:30]4[CH:39]=[CH:38][C:37]5[C:32](=[CH:33][CH:34]=[CH:35][CH:36]=5)[N:31]=4)[C:19]([CH3:22])=[C:20]([CH3:21])[C:15]=3[O:14][C:13]2([CH3:26])[CH3:25])=[CH:8][CH:7]=1)([CH3:5])[CH3:4]. The catalyst class is: 9. (5) Reactant: [CH2:1]([C:3]12[CH2:24][CH2:23][C:18]3([O:22][CH2:21][CH2:20][O:19]3)[CH2:17][CH:4]1[CH2:5][CH2:6][O:7][C:8]1[C:9]2=[CH:10][C:11]2[CH:12]=[N:13][NH:14][C:15]=2[CH:16]=1)[CH3:2].I[C:26]1[CH:31]=[CH:30][N:29]=[C:28]([CH3:32])[CH:27]=1.[O-]P([O-])([O-])=O.[K+].[K+].[K+].[C@@H]1(N)CCCC[C@H]1N. Product: [CH2:1]([C:3]12[CH2:24][CH2:23][C:18]3([O:22][CH2:21][CH2:20][O:19]3)[CH2:17][CH:4]1[CH2:5][CH2:6][O:7][C:8]1[C:9]2=[CH:10][C:11]2[CH:12]=[N:13][N:14]([C:26]3[CH:31]=[CH:30][N:29]=[C:28]([CH3:32])[CH:27]=3)[C:15]=2[CH:16]=1)[CH3:2]. The catalyst class is: 185. (6) Reactant: [OH:1][C:2]1[C:11]2[C:6](=[CH:7][CH:8]=[CH:9][CH:10]=2)[O:5][C:4](=[O:12])[CH:3]=1.C=O.[CH3:15][C:16]1(C)O[C:21](=O)[CH2:20][C:18](=[O:19])[O:17]1.C([O-])(=O)C.[NH4+]. Product: [CH2:16]([O:17][C:18](=[O:19])[CH2:20][CH2:21][C:3]1[C:4](=[O:12])[O:5][C:6]2[C:11]([C:2]=1[OH:1])=[CH:10][CH:9]=[CH:8][CH:7]=2)[CH3:15]. The catalyst class is: 8.